This data is from Reaction yield outcomes from USPTO patents with 853,638 reactions. The task is: Predict the reaction yield, written as a fraction of the theoretical maximum amount of product (1.0 means a 100% yield; for example, 0.34 means a 34% yield). (1) The reactants are [CH2:1]([O:8][C:9]([N:11]1[C@H:20]([C:21](O)=[O:22])[CH2:19][C:18]2[C:13](=[CH:14][CH:15]=[CH:16][CH:17]=2)[CH2:12]1)=[O:10])[C:2]1[CH:7]=[CH:6][CH:5]=[CH:4][CH:3]=1.ClC(N(C)C)=C(C)C.[Cl:32][C:33]1[CH:38]=[CH:37][CH:36]=[CH:35][C:34]=1[C@H:39]([NH:41][CH2:42][C:43]1[CH:52]=[CH:51][C:46]([C:47]([O:49][CH3:50])=[O:48])=[CH:45][CH:44]=1)[CH3:40].CCN(C(C)C)C(C)C. The catalyst is C(Cl)Cl. The product is [Cl:32][C:33]1[CH:38]=[CH:37][CH:36]=[CH:35][C:34]=1[C@H:39]([N:41]([CH2:42][C:43]1[CH:44]=[CH:45][C:46]([C:47]([O:49][CH3:50])=[O:48])=[CH:51][CH:52]=1)[C:21]([C@@H:20]1[CH2:19][C:18]2[C:13](=[CH:14][CH:15]=[CH:16][CH:17]=2)[CH2:12][N:11]1[C:9]([O:8][CH2:1][C:2]1[CH:7]=[CH:6][CH:5]=[CH:4][CH:3]=1)=[O:10])=[O:22])[CH3:40]. The yield is 0.940. (2) The reactants are [CH3:1][C:2]1[C:7]([O:8][C:9]2[C:10]([NH:22][C:23]3[S:27][N:26]=[C:25]([C@H:28]4[CH2:32][O:31]C5(CCCCC5)[O:29]4)[N:24]=3)=[N:11][CH:12]=[C:13]([S:15][C:16]3[CH:21]=[CH:20][CH:19]=[CH:18][N:17]=3)[CH:14]=2)=[CH:6][CH:5]=[C:4]([CH3:38])[N:3]=1.[ClH:39]. The catalyst is C(O)C. The product is [ClH:39].[CH3:1][C:2]1[C:7]([O:8][C:9]2[C:10]([NH:22][C:23]3[S:27][N:26]=[C:25]([C@H:28]([OH:29])[CH2:32][OH:31])[N:24]=3)=[N:11][CH:12]=[C:13]([S:15][C:16]3[CH:21]=[CH:20][CH:19]=[CH:18][N:17]=3)[CH:14]=2)=[CH:6][CH:5]=[C:4]([CH3:38])[N:3]=1. The yield is 0.120.